Dataset: Forward reaction prediction with 1.9M reactions from USPTO patents (1976-2016). Task: Predict the product of the given reaction. (1) Given the reactants [Cl:1][C:2]1[S:6][C:5]([S:7]([NH:10][C:11]2[CH:19]=[CH:18][C:14]([C:15]([OH:17])=[O:16])=[C:13]([OH:20])[CH:12]=2)(=[O:9])=[O:8])=[CH:4][C:3]=1[C:21]1[CH:26]=[C:25]([F:27])[CH:24]=[CH:23][C:22]=1[OH:28].OS(O)(=O)=O.[Br:34][CH2:35][CH2:36][CH2:37]O, predict the reaction product. The product is: [Cl:1][C:2]1[S:6][C:5]([S:7]([NH:10][C:11]2[CH:19]=[CH:18][C:14]([C:15]([O:17][CH2:37][CH2:36][CH2:35][Br:34])=[O:16])=[C:13]([OH:20])[CH:12]=2)(=[O:9])=[O:8])=[CH:4][C:3]=1[C:21]1[CH:26]=[C:25]([F:27])[CH:24]=[CH:23][C:22]=1[OH:28]. (2) Given the reactants Cl.[NH2:2][CH2:3][C:4]1[CH:5]=[C:6]2[C:11](=[CH:12][CH:13]=1)[N:10]=[C:9]([CH3:14])[N:8]([CH:15]1[CH2:20][CH2:19][C:18](=[O:21])[NH:17][C:16]1=[O:22])[C:7]2=[O:23].C([N:26]([CH2:29]C)[CH2:27][CH3:28])C.[F:31][C:32]([F:44])([F:43])[O:33][C:34]1[CH:39]=CC=[CH:36][C:35]=1N=C=O.C1C[O:48]CC1, predict the reaction product. The product is: [O:22]=[C:16]1[CH:15]([N:8]2[C:7](=[O:23])[C:6]3[C:11](=[CH:12][CH:13]=[C:4]([CH2:3][NH:2][C:29]([NH:26][C:27]4[CH:28]=[CH:39][C:34]([O:33][C:32]([F:44])([F:43])[F:31])=[CH:35][CH:36]=4)=[O:48])[CH:5]=3)[N:10]=[C:9]2[CH3:14])[CH2:20][CH2:19][C:18](=[O:21])[NH:17]1. (3) Given the reactants [C:1]([O:5][C:6]([N:8]1[CH2:12][C@H:11]([F:13])[C@@H:10]([O:14][CH3:15])[C@H:9]1[C:16]([OH:18])=O)=[O:7])([CH3:4])([CH3:3])[CH3:2].C(O[C:24]([N:26]1C[C@@H](OC)[C@H](F)[C@H]1C(O)=O)=O)(C)(C)C.[Cl:37][C:38]1([Cl:43])[CH2:40][C@H:39]1NC.CN(C(ON1N=NC2C=CC=CC1=2)=[N+](C)C)C.F[P-](F)(F)(F)(F)F.CCN(C(C)C)C(C)C, predict the reaction product. The product is: [C:1]([O:5][C:6]([N:8]1[CH2:12][C@H:11]([F:13])[C@@H:10]([O:14][CH3:15])[C@H:9]1[C:16](=[O:18])[NH:26][CH2:24][C@H:39]1[CH2:40][C:38]1([Cl:37])[Cl:43])=[O:7])([CH3:2])([CH3:3])[CH3:4]. (4) Given the reactants [Cl:1][C:2]1[C:3]([NH:21][CH3:22])=[N:4][C:5]([NH:8][C:9]2[CH:18]=[CH:17][C:12]([C:13]([NH:15][CH3:16])=O)=[CH:11][C:10]=2[O:19][CH3:20])=[N:6][CH:7]=1.N1C=CC=CC=1P(C1C=CC=CC=1)C1C=CC=CC=1.N(C(OC(C)C)=O)=NC(OC(C)C)=O.C1(P([N:70]=[N+:71]=[N-:72])(C2C=CC=CC=2)=O)C=CC=CC=1, predict the reaction product. The product is: [Cl:1][C:2]1[C:3]([NH:21][CH3:22])=[N:4][C:5]([NH:8][C:9]2[CH:18]=[CH:17][C:12]([C:13]3[N:15]([CH3:16])[N:72]=[N:71][N:70]=3)=[CH:11][C:10]=2[O:19][CH3:20])=[N:6][CH:7]=1. (5) Given the reactants [Cl:1][C:2]1[CH:3]=[C:4]([CH:9]2[CH:15]([CH2:16][O:17][CH3:18])[O:14][CH2:13][CH2:12][N:11](C(OC(C)(C)C)=O)[CH2:10]2)[CH:5]=[CH:6][C:7]=1[Cl:8].Cl.C(O)C, predict the reaction product. The product is: [ClH:1].[Cl:1][C:2]1[CH:3]=[C:4]([CH:9]2[CH:15]([CH2:16][O:17][CH3:18])[O:14][CH2:13][CH2:12][NH:11][CH2:10]2)[CH:5]=[CH:6][C:7]=1[Cl:8]. (6) Given the reactants C(N(CC)C(C)C)(C)C.Cl.[NH:11]1[C:16](=[O:17])[CH2:15][NH:14][CH2:13][C:12]1=[O:18].CCN=C=NCCCN(C)C.C1C=CC2N(O)N=NC=2C=1.[CH2:40]([C:42]1[C:58]([F:59])=[CH:57][C:45]([O:46][C:47]2[CH:55]=[CH:54][C:50]([C:51](O)=[O:52])=[CH:49][C:48]=2[F:56])=[C:44]([O:60][CH3:61])[CH:43]=1)[CH3:41].[Cl-].[NH4+], predict the reaction product. The product is: [CH2:40]([C:42]1[C:58]([F:59])=[CH:57][C:45]([O:46][C:47]2[CH:55]=[CH:54][C:50]([C:51]([N:14]3[CH2:15][C:16](=[O:17])[NH:11][C:12](=[O:18])[CH2:13]3)=[O:52])=[CH:49][C:48]=2[F:56])=[C:44]([O:60][CH3:61])[CH:43]=1)[CH3:41]. (7) Given the reactants C(OC([N:8]1[CH2:12][C@@H:11]([CH2:13][N:14]([CH:31]([CH3:33])[CH3:32])[C:15](=[O:30])[C:16]2[CH:21]=[CH:20][C:19]([O:22][CH3:23])=[C:18]([O:24][CH2:25][CH2:26][CH2:27][O:28][CH3:29])[CH:17]=2)[C@H:10]([CH2:34][N:35]([CH:46]2[CH2:48][CH2:47]2)[C:36]([N:38]([CH3:45])[C:39]2[CH:44]=[CH:43][CH:42]=[CH:41][CH:40]=2)=[O:37])[CH2:9]1)=O)(C)(C)C, predict the reaction product. The product is: [CH:46]1([N:35]([CH2:34][C@@H:10]2[CH2:9][NH:8][CH2:12][C@H:11]2[CH2:13][N:14]([CH:31]([CH3:33])[CH3:32])[C:15](=[O:30])[C:16]2[CH:21]=[CH:20][C:19]([O:22][CH3:23])=[C:18]([O:24][CH2:25][CH2:26][CH2:27][O:28][CH3:29])[CH:17]=2)[C:36]([N:38]([CH3:45])[C:39]2[CH:40]=[CH:41][CH:42]=[CH:43][CH:44]=2)=[O:37])[CH2:48][CH2:47]1.